From a dataset of Peptide-MHC class I binding affinity with 185,985 pairs from IEDB/IMGT. Regression. Given a peptide amino acid sequence and an MHC pseudo amino acid sequence, predict their binding affinity value. This is MHC class I binding data. (1) The peptide sequence is VPPTNSINK. The MHC is HLA-A69:01 with pseudo-sequence HLA-A69:01. The binding affinity (normalized) is 0.0847. (2) The peptide sequence is MVFGRFSFA. The MHC is HLA-B07:02 with pseudo-sequence HLA-B07:02. The binding affinity (normalized) is 0.213. (3) The MHC is HLA-A02:01 with pseudo-sequence HLA-A02:01. The binding affinity (normalized) is 0.474. The peptide sequence is GLKSKTHAV.